Dataset: Full USPTO retrosynthesis dataset with 1.9M reactions from patents (1976-2016). Task: Predict the reactants needed to synthesize the given product. Given the product [CH2:1]([NH:3][C:4]1[C:9]([CH2:10][C:11]2[CH:16]=[C:15]([O:17][CH3:18])[C:14]([O:19][CH3:20])=[CH:13][C:12]=2[CH:21]([CH3:22])[CH3:23])=[CH:8][N:7]=[C:6]([S:34]([CH3:27])(=[O:36])=[O:33])[N:5]=1)[CH3:2], predict the reactants needed to synthesize it. The reactants are: [CH2:1]([NH:3][C:4]1[C:9]([CH2:10][C:11]2[CH:16]=[C:15]([O:17][CH3:18])[C:14]([O:19][CH3:20])=[CH:13][C:12]=2[CH:21]([CH3:23])[CH3:22])=[CH:8][N:7]=[C:6](SC)[N:5]=1)[CH3:2].O.[CH2:27]1COCC1.O[O:33][S:34]([O-:36])=O.[K+].